From a dataset of Full USPTO retrosynthesis dataset with 1.9M reactions from patents (1976-2016). Predict the reactants needed to synthesize the given product. (1) The reactants are: [CH:1]1([CH2:6][CH2:7][OH:8])[CH2:5][CH2:4][CH2:3][CH2:2]1.[CH3:9][C:10]1[CH:15]=[CH:14][C:13]([S:16](Cl)(=[O:18])=[O:17])=[CH:12][CH:11]=1.CCN(CC)CC. Given the product [CH:1]1([CH2:6][CH2:7][O:8][S:16]([C:13]2[CH:14]=[CH:15][C:10]([CH3:9])=[CH:11][CH:12]=2)(=[O:18])=[O:17])[CH2:5][CH2:4][CH2:3][CH2:2]1, predict the reactants needed to synthesize it. (2) Given the product [Cl:26][C:9]1[N:8]=[C:7]([NH:19][CH2:20][CH2:21][CH2:29][CH2:30][CH3:31])[C:6]2[C:11](=[CH:12][CH:13]=[C:4]([N+:1]([O-:3])=[O:2])[CH:5]=2)[N:10]=1, predict the reactants needed to synthesize it. The reactants are: [N+:1]([C:4]1[CH:5]=[C:6]2[C:11](=[CH:12][CH:13]=1)[NH:10][C:9](=O)[NH:8][C:7]2=O)([O-:3])=[O:2].CN1[CH2:21][CH2:20][N:19](C)C1=O.P(Cl)(Cl)([Cl:26])=O.[CH2:29](N)[CH2:30][CH3:31].